From a dataset of Catalyst prediction with 721,799 reactions and 888 catalyst types from USPTO. Predict which catalyst facilitates the given reaction. Product: [F:1][C:2]1[CH:7]=[CH:6][C:5]([C:8]2[C:10]([C:12]3[CH:17]=[CH:16][C:15]([F:18])=[CH:14][CH:13]=3)=[N:26][CH:19]3[CH:20]([CH2:21][CH2:22][CH2:23][CH2:24]3)[N:25]=2)=[CH:4][CH:3]=1. Reactant: [F:1][C:2]1[CH:7]=[CH:6][C:5]([C:8]([C:10]([C:12]2[CH:17]=[CH:16][C:15]([F:18])=[CH:14][CH:13]=2)=O)=O)=[CH:4][CH:3]=1.[C@@H:19]1([NH2:26])[CH2:24][CH2:23][CH2:22][CH2:21][C@H:20]1[NH2:25]. The catalyst class is: 8.